From a dataset of Human liver microsome stability data. Regression/Classification. Given a drug SMILES string, predict its absorption, distribution, metabolism, or excretion properties. Task type varies by dataset: regression for continuous measurements (e.g., permeability, clearance, half-life) or binary classification for categorical outcomes (e.g., BBB penetration, CYP inhibition). Dataset: hlm. The compound is COc1ccc2c(c1)C[C@H](c1nc(O)c3cc(-c4cn[nH]c4)ccc3n1)CO2. The result is 0 (unstable in human liver microsomes).